Dataset: Full USPTO retrosynthesis dataset with 1.9M reactions from patents (1976-2016). Task: Predict the reactants needed to synthesize the given product. (1) Given the product [NH2:11][C@@H:3]([CH2:4][CH:5]1[CH2:6][CH2:7][O:8][CH2:9][CH2:10]1)[C@H:2]([OH:1])[CH2:19][N:20]([CH3:30])[C:21](=[O:22])[O:23][CH2:24][CH2:25][Si:26]([CH3:28])([CH3:29])[CH3:27], predict the reactants needed to synthesize it. The reactants are: [OH:1][C@H:2]([CH2:19][N:20]([CH3:30])[C:21]([O:23][CH2:24][CH2:25][Si:26]([CH3:29])([CH3:28])[CH3:27])=[O:22])[C@@H:3]([NH:11]C(=O)OC(C)(C)C)[CH2:4][CH:5]1[CH2:10][CH2:9][O:8][CH2:7][CH2:6]1.CC1C=CC(S(O)(=O)=O)=CC=1. (2) Given the product [CH2:27]([N:24]([CH2:25][CH3:26])[C:23](=[O:29])/[CH:22]=[CH:21]/[C:18]1[CH:19]=[CH:20][C:15]([NH:14][CH2:13][C@@H:9]2[CH2:10][CH2:11][CH2:12][NH:8]2)=[C:16]([O:30][C:31]2[CH:32]=[CH:33][C:34]([O:37][CH3:38])=[CH:35][CH:36]=2)[CH:17]=1)[CH3:28], predict the reactants needed to synthesize it. The reactants are: C(OC([N:8]1[CH2:12][CH2:11][CH2:10][C@H:9]1[CH2:13][NH:14][C:15]1[CH:20]=[CH:19][C:18]([CH:21]=[CH:22][C:23](=[O:29])[N:24]([CH2:27][CH3:28])[CH2:25][CH3:26])=[CH:17][C:16]=1[O:30][C:31]1[CH:36]=[CH:35][C:34]([O:37][CH3:38])=[CH:33][CH:32]=1)=O)(C)(C)C.C(O)(C(F)(F)F)=O. (3) The reactants are: [Cl:1][C:2]1[CH:3]=[CH:4][C:5]2[NH:11][C:10](=O)[C@@H:9]([CH2:13][C:14]([O:16][CH2:17][CH3:18])=[O:15])[O:8][C@H:7]([C:19]3[CH:24]=[CH:23][CH:22]=[C:21]([O:25][CH3:26])[C:20]=3[Cl:27])[C:6]=2[CH:28]=1.C(=O)([O-])O.[Na+].P12(SP3(SP(SP(S3)(S1)=S)(=S)S2)=S)=[S:35]. Given the product [Cl:1][C:2]1[CH:3]=[CH:4][C:5]2[NH:11][C:10](=[S:35])[C@@H:9]([CH2:13][C:14]([O:16][CH2:17][CH3:18])=[O:15])[O:8][C@H:7]([C:19]3[CH:24]=[CH:23][CH:22]=[C:21]([O:25][CH3:26])[C:20]=3[Cl:27])[C:6]=2[CH:28]=1, predict the reactants needed to synthesize it. (4) Given the product [F:1][C:2]1[CH:3]=[CH:4][C:5]([O:10][C:11]2[CH:12]=[CH:13][CH:14]=[CH:15][CH:16]=2)=[C:6]([CH2:7][OH:8])[CH:9]=1, predict the reactants needed to synthesize it. The reactants are: [F:1][C:2]1[CH:3]=[CH:4][C:5]([O:10][C:11]2[CH:16]=[CH:15][CH:14]=[CH:13][CH:12]=2)=[C:6]([CH:9]=1)[CH:7]=[O:8].[BH4-].[Na+].